Task: Predict the product of the given reaction.. Dataset: Forward reaction prediction with 1.9M reactions from USPTO patents (1976-2016) (1) Given the reactants [F:1][C:2]1[CH:7]=[CH:6][C:5]([CH:8]([C:11]2[CH:16]=[C:15]([O:17][C:18]([F:23])([F:22])[CH:19]([F:21])[F:20])[CH:14]=[C:13]([F:24])[CH:12]=2)[N+:9]#[C-:10])=[CH:4][C:3]=1[O:25][CH:26]([CH3:28])[CH3:27].[CH2:29](Br)[C:30]1[CH:35]=[CH:34][CH:33]=[CH:32][CH:31]=1.[OH-].[K+].C[CH2:40][O:41][C:42](C)=[O:43], predict the reaction product. The product is: [F:1][C:2]1[CH:7]=[CH:6][C:5]([C:8]([C:11]2[CH:16]=[C:15]([O:17][C:18]([F:22])([F:23])[CH:19]([F:21])[F:20])[CH:14]=[C:13]([F:24])[CH:12]=2)([N+:9]#[C-:10])[CH2:29][C:30]2[CH:35]=[CH:34][C:33]([C:42]([O:41][CH3:40])=[O:43])=[CH:32][CH:31]=2)=[CH:4][C:3]=1[O:25][CH:26]([CH3:28])[CH3:27]. (2) Given the reactants [CH3:1][O:2][C:3]1[CH:4]=[CH:5][C:6]2[N:7]([CH:9]=[C:10]([C:12]3[CH:13]=[N:14][C:15](OC)=[CH:16][CH:17]=3)[N:11]=2)[CH:8]=1.[NH:20]1C2C(=CC(B(O)O)=CC=2)C=[CH:21]1, predict the reaction product. The product is: [CH3:1][O:2][C:3]1[CH:4]=[CH:5][C:6]2[N:7]([CH:9]=[C:10]([C:12]3[CH:17]=[CH:16][C:15]([NH:20][CH3:21])=[N:14][CH:13]=3)[N:11]=2)[CH:8]=1. (3) Given the reactants [CH3:27][C:25]1(C)[C@@H:22]2[CH2:23][CH2:24][C@@:19]1(CSSC[C:19]13[C:25]([CH3:27])(C)[CH:22]([CH2:23][CH2:24]1)[CH2:21][CH:20]3N1CCOCC1)[C@H:20](N1CCOCC1)[CH2:21]2.C[Zn]C.C1(C#C)C=CC=CC=1.[CH:46](=[O:53])[C:47]1[CH:52]=[CH:51][CH:50]=[CH:49][CH:48]=1, predict the reaction product. The product is: [C:47]1([C@H:46]([OH:53])[C:27]#[C:25][C:19]2[CH:20]=[CH:21][CH:22]=[CH:23][CH:24]=2)[CH:52]=[CH:51][CH:50]=[CH:49][CH:48]=1. (4) The product is: [Cl:1][C:2]1[CH:3]=[CH:4][C:5]2[S:11][C:13]([CH3:15])([CH3:12])[O:8][C:7](=[O:9])[C:6]=2[CH:10]=1. Given the reactants [Cl:1][C:2]1[CH:3]=[CH:4][C:5]([SH:11])=[C:6]([CH:10]=1)[C:7]([OH:9])=[O:8].[CH3:12][C:13]([CH3:15])=O.C12(CS(O)(=O)=O)C(C)(C)C(CC1)CC2=O, predict the reaction product. (5) Given the reactants [C:1]([O:5][C@@H:6]([C:11]1[C:12]([CH3:34])=[N:13][C:14]2[N:15]([N:24]=[C:25]([C:27]3[CH:32]=[CH:31][CH:30]=[C:29]([Cl:33])[CH:28]=3)[CH:26]=2)[C:16]=1[C:17]1[CH:22]=[CH:21][C:20]([F:23])=[CH:19][CH:18]=1)[C:7]([O:9]C)=[O:8])([CH3:4])([CH3:3])[CH3:2].[OH-].[Na+].Cl, predict the reaction product. The product is: [C:1]([O:5][C@@H:6]([C:11]1[C:12]([CH3:34])=[N:13][C:14]2[N:15]([N:24]=[C:25]([C:27]3[CH:32]=[CH:31][CH:30]=[C:29]([Cl:33])[CH:28]=3)[CH:26]=2)[C:16]=1[C:17]1[CH:18]=[CH:19][C:20]([F:23])=[CH:21][CH:22]=1)[C:7]([OH:9])=[O:8])([CH3:4])([CH3:3])[CH3:2]. (6) Given the reactants [CH3:1][C:2]1[CH:3]=[CH:4][C:5]([N+:23]([O-])=O)=[C:6]([NH:8][CH:9]2[CH2:14][CH2:13][N:12]([C@H:15]3[CH2:20][CH2:19][C@@H:18]([O:21][CH3:22])[CH2:17][CH2:16]3)[CH2:11][CH2:10]2)[CH:7]=1.O.NN, predict the reaction product. The product is: [CH3:1][C:2]1[CH:7]=[C:6]([NH:8][CH:9]2[CH2:10][CH2:11][N:12]([C@H:15]3[CH2:20][CH2:19][C@@H:18]([O:21][CH3:22])[CH2:17][CH2:16]3)[CH2:13][CH2:14]2)[C:5]([NH2:23])=[CH:4][CH:3]=1.